Task: Predict which catalyst facilitates the given reaction.. Dataset: Catalyst prediction with 721,799 reactions and 888 catalyst types from USPTO (1) Reactant: [CH3:1][C:2]1[C:6]2[CH:7]=[CH:8][C:9]([CH3:11])=[CH:10][C:5]=2[O:4][C:3]=1[CH:12]([CH2:19][CH2:20][CH2:21][CH3:22])[CH2:13][C:14](OCC)=[O:15].[H-].C([Al+]CC(C)C)C(C)C.O. Product: [CH3:1][C:2]1[C:6]2[CH:7]=[CH:8][C:9]([CH3:11])=[CH:10][C:5]=2[O:4][C:3]=1[CH:12]([CH2:19][CH2:20][CH2:21][CH3:22])[CH2:13][CH2:14][OH:15]. The catalyst class is: 182. (2) The catalyst class is: 27. Reactant: C1C=CC(C2C=CC=CC=2)=CC=1.C1C=CC(OC2C=CC=CC=2)=CC=1.[F:26][C:27]1[CH:28]=[C:29]([NH:33][CH:34]=[C:35]2[C:40](=[O:41])OC(C)(C)OC2=O)[CH:30]=[N:31][CH:32]=1.CCOC(C)=O. Product: [F:26][C:27]1[CH:28]=[C:29]2[C:30]([C:40]([OH:41])=[CH:35][CH:34]=[N:33]2)=[N:31][CH:32]=1. (3) Reactant: N#N.Br[C:4]1[CH:9]=[C:8]([O:10][CH3:11])[CH:7]=[C:6]([O:12][CH3:13])[CH:5]=1.[CH2:14]([O:16][C:17](=[O:33])[C:18]1[CH:23]=[CH:22][CH:21]=[C:20](B2OC(C)(C)C(C)(C)O2)[CH:19]=1)[CH3:15].C([O-])(O)=O.[Na+]. Product: [CH2:14]([O:16][C:17]([C:18]1[CH:19]=[C:20]([C:4]2[CH:9]=[C:8]([O:10][CH3:11])[CH:7]=[C:6]([O:12][CH3:13])[CH:5]=2)[CH:21]=[CH:22][CH:23]=1)=[O:33])[CH3:15]. The catalyst class is: 837. (4) Reactant: [OH-].[Li+].[CH3:3][C:4]([CH3:37])([O:6][C:7]([N:9](C(OC(C)(C)C)=O)[C:10]1[N:15]=[C:14]([C:16]2[CH:17]=[CH:18][C:19]3[N:20]([CH:22]=[C:23]([C:25]([O:27]CC)=[O:26])[N:24]=3)[CH:21]=2)[CH:13]=[CH:12][CH:11]=1)=[O:8])[CH3:5].O1CCCC1.Cl.Cl. Product: [CH3:5][C:4]([CH3:37])([O:6][C:7]([NH:9][C:10]1[N:15]=[C:14]([C:16]2[CH:17]=[CH:18][C:19]3[N:20]([CH:22]=[C:23]([C:25]([OH:27])=[O:26])[N:24]=3)[CH:21]=2)[CH:13]=[CH:12][CH:11]=1)=[O:8])[CH3:3]. The catalyst class is: 5. (5) Reactant: [Cl:1][C:2]1[CH:3]=[C:4]2[C:9](=[CH:10][C:11]=1[O:12][C:13]1[CH:18]=[CH:17][C:16]([C:19](=[O:38])[NH:20][C:21]3[N:22]=[N:23][C:24]([C:27]4[CH:32]=[CH:31][C:30]([C:33]([F:36])([F:35])[F:34])=[CH:29][C:28]=4[F:37])=[CH:25][CH:26]=3)=[CH:15][CH:14]=1)[O:8][CH2:7][CH2:6][CH:5]2[C:39]([OH:41])=[O:40].C[O-].[Na+:44].CO. Product: [Cl:1][C:2]1[CH:3]=[C:4]2[C:9](=[CH:10][C:11]=1[O:12][C:13]1[CH:18]=[CH:17][C:16]([C:19](=[O:38])[NH:20][C:21]3[N:22]=[N:23][C:24]([C:27]4[CH:32]=[CH:31][C:30]([C:33]([F:36])([F:34])[F:35])=[CH:29][C:28]=4[F:37])=[CH:25][CH:26]=3)=[CH:15][CH:14]=1)[O:8][CH2:7][CH2:6][CH:5]2[C:39]([O-:41])=[O:40].[Na+:44]. The catalyst class is: 36. (6) Reactant: C(OC(=O)[NH:7][CH2:8][CH:9]1[CH2:14][CH2:13][CH2:12][CH:11]([C:15](=[O:29])[NH:16][C:17]2[CH:26]=[CH:25][CH:24]=[C:23]3[C:18]=2[N:19]=[C:20]([O:27][CH3:28])[CH:21]=[N:22]3)[CH2:10]1)(C)(C)C.B(F)(F)F.CCOCC. Product: [CH3:28][O:27][C:20]1[CH:21]=[N:22][C:23]2[C:18]([N:19]=1)=[C:17]([NH:16][C:15]([CH:11]1[CH2:12][CH2:13][CH2:14][CH:9]([CH2:8][NH2:7])[CH2:10]1)=[O:29])[CH:26]=[CH:25][CH:24]=2. The catalyst class is: 4. (7) Reactant: [CH3:1][CH:2]([C:4]1[N:8]=[C:7]([N:9]2[CH2:14][CH2:13][CH:12]([CH2:15][OH:16])[CH2:11][CH2:10]2)[O:6][N:5]=1)[CH3:3].CC(OI1(OC(C)=O)(OC(C)=O)OC(=O)C2C=CC=CC1=2)=O. The catalyst class is: 2. Product: [CH3:3][CH:2]([C:4]1[N:8]=[C:7]([N:9]2[CH2:14][CH2:13][CH:12]([CH:15]=[O:16])[CH2:11][CH2:10]2)[O:6][N:5]=1)[CH3:1]. (8) Reactant: [O:1]=[C:2]1[C:10]2([C:22]3[C:13](=[CH:14][C:15]4[O:20][CH2:19][CH2:18][O:17][C:16]=4[CH:21]=3)[O:12][CH2:11]2)[C:9]2[C:4](=[CH:5][CH:6]=[CH:7][CH:8]=2)[N:3]1[CH2:23][C:24]1[CH:31]=[CH:30][C:27]([C:28]#[N:29])=[CH:26][CH:25]=1.[NH2:32][OH:33].N1[CH:39]=[CH:38]C=CC=1.C(OC(=O)C)(=O)C. Product: [CH3:38][C:39]1[O:33][N:32]=[C:28]([C:27]2[CH:30]=[CH:31][C:24]([CH2:23][N:3]3[C:4]4[C:9](=[CH:8][CH:7]=[CH:6][CH:5]=4)[C:10]4([C:22]5[C:13](=[CH:14][C:15]6[O:20][CH2:19][CH2:18][O:17][C:16]=6[CH:21]=5)[O:12][CH2:11]4)[C:2]3=[O:1])=[CH:25][CH:26]=2)[N:29]=1. The catalyst class is: 58. (9) Reactant: [F:1][C:2]1[CH:3]=[C:4]([CH:13]=[C:14]([F:17])[C:15]=1[F:16])[CH:5]=[C:6]([C:10](=O)[CH3:11])[C:7](=[O:9])[CH3:8].S(O)(O)(=O)=O.[CH3:23][O:24][C:25](=[NH:27])[NH2:26].C([O-])(O)=O.[Na+]. Product: [CH3:23][O:24][C:25]1[NH:27][CH:5]([C:4]2[CH:13]=[C:14]([F:17])[C:15]([F:16])=[C:2]([F:1])[CH:3]=2)[C:6]([C:7](=[O:9])[CH3:8])=[C:10]([CH3:11])[N:26]=1. The catalyst class is: 14.